This data is from Reaction yield outcomes from USPTO patents with 853,638 reactions. The task is: Predict the reaction yield, written as a fraction of the theoretical maximum amount of product (1.0 means a 100% yield; for example, 0.34 means a 34% yield). The reactants are [C:1]([O:5][C:6](=[O:19])[NH:7][CH2:8][CH2:9][CH2:10][N:11]([C:13]1[S:17][N:16]=[C:15](Cl)[N:14]=1)[CH3:12])([CH3:4])([CH3:3])[CH3:2].[NH:20]1[CH:24]=[CH:23][N:22]=[CH:21]1.[H-].[Na+]. The catalyst is CS(C)=O.[Cl-].[Na+].O. The product is [C:1]([O:5][C:6](=[O:19])[NH:7][CH2:8][CH2:9][CH2:10][N:11]([C:13]1[S:17][N:16]=[C:15]([N:20]2[CH:24]=[CH:23][N:22]=[CH:21]2)[N:14]=1)[CH3:12])([CH3:4])([CH3:3])[CH3:2]. The yield is 0.940.